From a dataset of Catalyst prediction with 721,799 reactions and 888 catalyst types from USPTO. Predict which catalyst facilitates the given reaction. (1) Reactant: [CH:1]([NH:4][C:5]1[CH:10]=[CH:9][C:8]([C:11]2[O:12][C:13]3[CH:19]=[CH:18][CH:17]=[CH:16][C:14]=3[N:15]=2)=[CH:7][C:6]=1[N+:20]([O-])=O)([CH3:3])[CH3:2].[H][H]. Product: [CH:1]([NH:4][C:5]1[CH:10]=[CH:9][C:8]([C:11]2[O:12][C:13]3[CH:19]=[CH:18][CH:17]=[CH:16][C:14]=3[N:15]=2)=[CH:7][C:6]=1[NH2:20])([CH3:3])[CH3:2]. The catalyst class is: 481. (2) Reactant: [Br:1][C:2]1[C:6]([F:7])=[CH:5][NH:4][N:3]=1.[O-]P([O-])([O-])=O.[K+].[K+].[K+].C[NH:17][C@@H:18]1C[CH2:22][CH2:21][CH2:20][C@H:19]1[NH:24][CH3:25].BrC1C=CN=C(C#N)C=1. The catalyst class is: 432. Product: [Br:1][C:2]1[C:6]([F:7])=[CH:5][N:4]([C:21]2[CH:22]=[CH:25][N:24]=[C:19]([C:18]#[N:17])[CH:20]=2)[N:3]=1. (3) Reactant: [OH:1][C:2]1[CH:3]=[C:4]2[C:8](=[CH:9][CH:10]=1)[C@H:7]([CH2:11][C:12]([O:14][CH2:15][CH3:16])=[O:13])[CH2:6][CH2:5]2.[CH2:17]([O:19][CH:20]([O:23][CH2:24][CH3:25])[CH2:21]Br)[CH3:18].C([O-])([O-])=O.[Cs+].[Cs+].O. Product: [CH2:17]([O:19][CH:20]([O:23][CH2:24][CH3:25])[CH2:21][O:1][C:2]1[CH:3]=[C:4]2[C:8](=[CH:9][CH:10]=1)[C@H:7]([CH2:11][C:12]([O:14][CH2:15][CH3:16])=[O:13])[CH2:6][CH2:5]2)[CH3:18]. The catalyst class is: 3. (4) The catalyst class is: 5. Product: [NH2:24]/[C:18](/[CH3:19])=[CH:17]\[C:16]([NH:15][C:5]1[CH:6]=[CH:7][C:8]([N:9]2[CH2:14][CH2:13][O:12][CH2:11][CH2:10]2)=[C:3]([C:2]([F:23])([F:22])[F:1])[CH:4]=1)=[O:21]. Reactant: [F:1][C:2]([F:23])([F:22])[C:3]1[CH:4]=[C:5]([NH:15][C:16](=[O:21])[CH2:17][C:18](=O)[CH3:19])[CH:6]=[CH:7][C:8]=1[N:9]1[CH2:14][CH2:13][O:12][CH2:11][CH2:10]1.[NH3:24]. (5) Reactant: [O:1]=[C:2]1[C:6]2([CH2:11][CH2:10][N:9]([C:12]([O:14][C:15]([CH3:18])([CH3:17])[CH3:16])=[O:13])[CH2:8][CH2:7]2)[N:5]([C:19]2[CH:24]=[CH:23][CH:22]=[CH:21][CH:20]=2)[CH2:4][NH:3]1.C(=O)([O-])[O-].[K+].[K+].Br[CH2:32][C:33]1[CH:34]=[C:35]([CH:40]=[CH:41][CH:42]=1)[C:36]([O:38][CH3:39])=[O:37]. Product: [CH3:39][O:38][C:36]([C:35]1[CH:34]=[C:33]([CH:42]=[CH:41][CH:40]=1)[CH2:32][N:3]1[C:2](=[O:1])[C:6]2([CH2:7][CH2:8][N:9]([C:12]([O:14][C:15]([CH3:18])([CH3:17])[CH3:16])=[O:13])[CH2:10][CH2:11]2)[N:5]([C:19]2[CH:20]=[CH:21][CH:22]=[CH:23][CH:24]=2)[CH2:4]1)=[O:37]. The catalyst class is: 42. (6) Reactant: [N:1]([CH2:4][C@@H:5]1[O:9][C:8](=[O:10])[N:7]([C:11]2[CH:12]=[CH:13][C:14]3[C:20](=[O:21])[CH2:19][CH2:18][CH2:17][O:16][C:15]=3[CH:22]=2)[CH2:6]1)=[N+]=[N-].[C:23](OC(=O)C)(=[O:25])[CH3:24].CC(O)=O.ClCCl. Product: [O:10]=[C:8]1[N:7]([C:11]2[CH:12]=[CH:13][C:14]3[C:20](=[O:21])[CH2:19][CH2:18][CH2:17][O:16][C:15]=3[CH:22]=2)[CH2:6][C@H:5]([CH2:4][NH:1][C:23](=[O:25])[CH3:24])[O:9]1. The catalyst class is: 123. (7) Product: [C:10]([C:14]1[N:19]=[C:18]([N:20]2[CH2:21][CH2:22][N:23]([CH2:26][CH2:27][CH2:28][CH2:29][NH:30][C:7]([C:2]3[CH:3]=[N:4][CH:5]=[CH:6][N:1]=3)=[O:9])[CH2:24][CH2:25]2)[CH:17]=[C:16]([CH:31]2[CH2:34][CH2:33][CH2:32]2)[N:15]=1)([CH3:13])([CH3:11])[CH3:12]. Reactant: [N:1]1[CH:6]=[CH:5][N:4]=[CH:3][C:2]=1[C:7]([OH:9])=O.[C:10]([C:14]1[N:19]=[C:18]([N:20]2[CH2:25][CH2:24][N:23]([CH2:26][CH2:27][CH2:28][CH2:29][NH2:30])[CH2:22][CH2:21]2)[CH:17]=[C:16]([CH:31]2[CH2:34][CH2:33][CH2:32]2)[N:15]=1)([CH3:13])([CH3:12])[CH3:11].C(N(C(C)C)CC)(C)C.OC1C2N=NNC=2C=CC=1.Cl.C(N=C=NCCCN(C)C)C. The catalyst class is: 4. (8) Reactant: [C:1]1([C:7]2[N:11]=[C:10]([NH:12][C:13]([C@@H:15]3[CH2:20][CH2:19][CH2:18][CH2:17][NH:16]3)=[O:14])[S:9][N:8]=2)[CH:6]=[CH:5][CH:4]=[CH:3][CH:2]=1.Cl.C(N(CC)C(C)C)(C)C.[Cl:31][C:32]1[C:33](F)=[N:34][CH:35]=[C:36]([C:38]([F:41])([F:40])[F:39])[CH:37]=1. Product: [C:1]1([C:7]2[N:11]=[C:10]([NH:12][C:13]([C@@H:15]3[CH2:20][CH2:19][CH2:18][CH2:17][N:16]3[C:33]3[C:32]([Cl:31])=[CH:37][C:36]([C:38]([F:41])([F:39])[F:40])=[CH:35][N:34]=3)=[O:14])[S:9][N:8]=2)[CH:2]=[CH:3][CH:4]=[CH:5][CH:6]=1. The catalyst class is: 16. (9) Reactant: Cl.[O:2]1[C:6]2[C:7]([O:11][CH:12]3[CH2:15][NH:14][CH2:13]3)=[CH:8][CH:9]=[CH:10][C:5]=2[CH:4]=[CH:3]1.CCN=C=NCCCN(C)C.C1C=CC2N(O)N=NC=2C=1.C(N(C(C)C)CC)(C)C.Cl.[O:47]=[C:48]1[NH:57][C:56]2[N:55]=[CH:54][C:53](/[CH:58]=[CH:59]/[C:60](O)=[O:61])=[CH:52][C:51]=2[CH2:50][CH2:49]1. Product: [O:2]1[C:6]2[C:7]([O:11][CH:12]3[CH2:15][N:14]([C:60](=[O:61])/[CH:59]=[CH:58]/[C:53]4[CH:52]=[C:51]5[C:56](=[N:55][CH:54]=4)[NH:57][C:48](=[O:47])[CH2:49][CH2:50]5)[CH2:13]3)=[CH:8][CH:9]=[CH:10][C:5]=2[CH:4]=[CH:3]1. The catalyst class is: 255. (10) Reactant: C1C=CC(P(C2C=CC=CC=2)C2C=CC=CC=2)=CC=1.C([O-])([O-])=O.[K+].[K+].Br[C:27]1[C:28]([F:36])=[C:29]([CH:33]=[CH:34][CH:35]=1)[C:30]([NH2:32])=[O:31].[CH3:37][C:38]([Si:41]([CH3:54])([CH3:53])[O:42][CH2:43][C:44]1[CH:45]=[C:46](B(O)O)[CH:47]=[CH:48][CH:49]=1)([CH3:40])[CH3:39]. Product: [CH3:40][C:38]([Si:41]([CH3:54])([CH3:53])[O:42][CH2:43][C:44]1[CH:45]=[C:46]([C:27]2[CH:35]=[CH:34][CH:33]=[C:29]([C:30]([NH2:32])=[O:31])[C:28]=2[F:36])[CH:47]=[CH:48][CH:49]=1)([CH3:37])[CH3:39]. The catalyst class is: 231.